Predict the reactants needed to synthesize the given product. From a dataset of Full USPTO retrosynthesis dataset with 1.9M reactions from patents (1976-2016). (1) Given the product [CH:1]1([N:7]2[CH2:11][CH:10]([CH2:12][O:13][C:24]3[CH:29]=[CH:28][CH:27]=[CH:26][CH:25]=3)[CH:9]([CH2:14][C:15]3[C:20]([Cl:21])=[CH:19][CH:18]=[CH:17][C:16]=3[Cl:22])[C:8]2=[O:23])[CH2:2][CH2:3][CH2:4][CH2:5][CH2:6]1, predict the reactants needed to synthesize it. The reactants are: [CH:1]1([N:7]2[CH2:11][CH:10]([CH2:12][OH:13])[CH:9]([CH2:14][C:15]3[C:20]([Cl:21])=[CH:19][CH:18]=[CH:17][C:16]=3[Cl:22])[C:8]2=[O:23])[CH2:6][CH2:5][CH2:4][CH2:3][CH2:2]1.[C:24]1(O)[CH:29]=[CH:28][CH:27]=[CH:26][CH:25]=1.C1(P(C2C=CC=CC=2)C2C=CC=CC=2)C=CC=CC=1.N(C(OCC)=O)=NC(OCC)=O. (2) Given the product [CH2:1]([C:3]1[CH:4]=[C:5]([CH:8]=[CH:9][C:10]=1[N:11]([CH3:22])[C:12]1[N:17]=[CH:16][C:15]2[N:18]=[CH:19][N:20]([CH3:21])[C:14]=2[CH:13]=1)[CH2:6][NH:7][C:23](=[O:24])[O:25][C:26]([CH3:29])([CH3:28])[CH3:27])[CH3:2], predict the reactants needed to synthesize it. The reactants are: [CH2:1]([C:3]1[CH:4]=[C:5]([CH:8]=[CH:9][C:10]=1[N:11]([CH3:22])[C:12]1[N:17]=[CH:16][C:15]2[N:18]=[CH:19][N:20]([CH3:21])[C:14]=2[CH:13]=1)[C:6]#[N:7])[CH3:2].[C:23](O[C:23]([O:25][C:26]([CH3:29])([CH3:28])[CH3:27])=[O:24])([O:25][C:26]([CH3:29])([CH3:28])[CH3:27])=[O:24].[BH4-].[Na+]. (3) The reactants are: [C:1]([O:5][C:6]([C:8]1[C:13]([C:14](=[O:23])[NH:15][C:16]2([CH2:21]O)[CH2:20][CH2:19][CH2:18][CH2:17]2)=[N:12][C:11]([C:24]2[CH:29]=[CH:28][C:27]([Cl:30])=[CH:26][CH:25]=2)=[C:10]([C:31]2[CH:36]=[CH:35][C:34]([Cl:37])=[CH:33][CH:32]=2)[N:9]=1)=[O:7])([CH3:4])([CH3:3])[CH3:2].CCN(S(F)(F)F)CC.C([O-])([O-])=O.[K+].[K+]. Given the product [C:1]([O:5][C:6]([C:8]1[C:13]([C:14]2[O:23][CH2:21][C:16]3([CH2:17][CH2:18][CH2:19][CH2:20]3)[N:15]=2)=[N:12][C:11]([C:24]2[CH:25]=[CH:26][C:27]([Cl:30])=[CH:28][CH:29]=2)=[C:10]([C:31]2[CH:36]=[CH:35][C:34]([Cl:37])=[CH:33][CH:32]=2)[N:9]=1)=[O:7])([CH3:4])([CH3:3])[CH3:2], predict the reactants needed to synthesize it. (4) Given the product [Cl:29][CH2:16][C:5]1[C:6]([C@@H:9]2[CH2:11][C@H:10]2[C:12]([F:15])([F:14])[F:13])=[N:7][O:8][C:4]=1[CH:1]1[CH2:3][CH2:2]1, predict the reactants needed to synthesize it. The reactants are: [CH:1]1([C:4]2[O:8][N:7]=[C:6]([C@@H:9]3[CH2:11][C@H:10]3[C:12]([F:15])([F:14])[F:13])[C:5]=2[CH2:16]O)[CH2:3][CH2:2]1.C(N(CC)CC)C.CS([Cl:29])(=O)=O.O.